This data is from Forward reaction prediction with 1.9M reactions from USPTO patents (1976-2016). The task is: Predict the product of the given reaction. (1) Given the reactants [C:1]([C:5]1[CH:10]=[CH:9][C:8]([NH:11][C:12](=[O:20])OC2C=CC=CC=2)=[CH:7][C:6]=1[C:21]1[CH:22]=[N:23][CH:24]=[CH:25][CH:26]=1)([CH3:4])([CH3:3])[CH3:2].[CH3:27][O:28][C:29]1[CH:30]=[C:31]2[C:35](=[CH:36][C:37]=1[C:38]([F:41])([F:40])[F:39])[NH:34][CH2:33][CH2:32]2, predict the reaction product. The product is: [C:1]([C:5]1[CH:10]=[CH:9][C:8]([NH:11][C:12]([N:34]2[C:35]3[C:31](=[CH:30][C:29]([O:28][CH3:27])=[C:37]([C:38]([F:40])([F:41])[F:39])[CH:36]=3)[CH2:32][CH2:33]2)=[O:20])=[CH:7][C:6]=1[C:21]1[CH:22]=[N:23][CH:24]=[CH:25][CH:26]=1)([CH3:2])([CH3:4])[CH3:3]. (2) Given the reactants [N:1]1[CH:6]=[CH:5][CH:4]=[C:3]([CH2:7][CH2:8][CH2:9][OH:10])[CH:2]=1.CC(OI1(OC(C)=O)(OC(C)=O)OC(=O)C2C=CC=CC1=2)=O, predict the reaction product. The product is: [N:1]1[CH:6]=[CH:5][CH:4]=[C:3]([CH2:7][CH2:8][CH:9]=[O:10])[CH:2]=1. (3) Given the reactants [CH:1]1[CH2:6][CH2:5][CH2:4][CH2:3][CH:2]=1.II.[CH3:9][C:10]1[CH:11]=[CH:12][C:13]([S:16]([NH:19]Cl)(=[O:18])=[O:17])=[CH:14][CH:15]=1, predict the reaction product. The product is: [C:10]1([CH3:9])[CH:11]=[CH:12][C:13]([S:16]([N:19]2[CH:6]3[CH:1]2[CH2:2][CH2:3][CH2:4][CH2:5]3)(=[O:18])=[O:17])=[CH:14][CH:15]=1. (4) Given the reactants [H-].[Na+].[CH:3]1[C:14]2=[C:15]3[CH:10]([CH2:11][CH2:12][CH2:13]2)[CH2:9][CH2:8][CH2:7][C:6]3=[CH:5][C:4]=1[NH:16][C:17]1[N:22]=[CH:21][C:20]([C:23]([O:25]CC)=[O:24])=[CH:19][N:18]=1.Br[CH2:29][CH:30]1[CH2:32][CH2:31]1.[Cl-].[NH4+], predict the reaction product. The product is: [CH:32]1([CH2:31][N:16]([C:4]2[CH:3]=[C:14]3[C:15]4[CH:10]([CH2:11][CH2:12][CH2:13]3)[CH2:9][CH2:8][CH2:7][C:6]=4[CH:5]=2)[C:17]2[N:18]=[CH:19][C:20]([C:23]([OH:25])=[O:24])=[CH:21][N:22]=2)[CH2:30][CH2:29]1. (5) Given the reactants [NH2:1][C:2]1[N:10]=[C:9]2[C:5]([NH:6][CH:7]=[N:8]2)=[C:4]([NH2:11])[N:3]=1.C(=O)([O-])[O-].[K+].[K+].Br[CH2:19][CH2:20][Cl:21], predict the reaction product. The product is: [Cl:21][CH2:20][CH2:19][N:8]1[CH:7]=[N:6][C:5]2[C:9]1=[N:10][C:2]([NH2:1])=[N:3][C:4]=2[NH2:11]. (6) Given the reactants Cl.[NH2:2][C@H:3]([C:11]1[CH:16]=[CH:15][CH:14]=[CH:13][CH:12]=1)[C:4]([O:6][C:7]([CH3:10])([CH3:9])[CH3:8])=[O:5].Br[CH2:18][CH2:19][CH2:20][C:21]([O:23][CH2:24][CH3:25])=[O:22].C([O-])([O-])=O.[K+].[K+], predict the reaction product. The product is: [C:7]([O:6][C:4](=[O:5])[C@H:3]([NH:2][CH2:18][CH2:19][CH2:20][C:21]([O:23][CH2:24][CH3:25])=[O:22])[C:11]1[CH:12]=[CH:13][CH:14]=[CH:15][CH:16]=1)([CH3:10])([CH3:9])[CH3:8].